This data is from Reaction yield outcomes from USPTO patents with 853,638 reactions. The task is: Predict the reaction yield, written as a fraction of the theoretical maximum amount of product (1.0 means a 100% yield; for example, 0.34 means a 34% yield). (1) The reactants are [N:1]12[CH2:8][CH2:7][C:4]([C:9]([C:17]3[CH:22]=[CH:21][CH:20]=[CH:19][CH:18]=3)([C:11]3[CH:16]=[CH:15][CH:14]=[CH:13][CH:12]=3)[OH:10])([CH2:5][CH2:6]1)[CH2:3][CH2:2]2.[Br:23][C:24]1[CH:29]=[CH:28][C:27]([CH2:30][O:31][CH2:32][CH2:33]Br)=[CH:26][CH:25]=1. The catalyst is CC#N.C(Cl)(Cl)Cl. The product is [Br-:23].[Br:23][C:24]1[CH:25]=[CH:26][C:27]([CH2:30][O:31][CH2:32][CH2:33][N+:1]23[CH2:6][CH2:5][C:4]([C:9]([OH:10])([C:17]4[CH:22]=[CH:21][CH:20]=[CH:19][CH:18]=4)[C:11]4[CH:12]=[CH:13][CH:14]=[CH:15][CH:16]=4)([CH2:3][CH2:2]2)[CH2:7][CH2:8]3)=[CH:28][CH:29]=1. The yield is 0.320. (2) The reactants are Br[C:2]1[CH:11]=[C:10]2[C:5]([CH:6]=[C:7]([NH2:12])[N:8]=[CH:9]2)=[CH:4][CH:3]=1.[F:13][C:14]1[CH:15]=[CH:16][C:17]([CH3:23])=[C:18](B(O)O)[CH:19]=1.C([O-])([O-])=O.[Cs+].[Cs+]. The catalyst is CC#N.O.C1C=CC(P(C2C=CC=CC=2)[C-]2C=CC=C2)=CC=1.C1C=CC(P(C2C=CC=CC=2)[C-]2C=CC=C2)=CC=1.Cl[Pd]Cl.[Fe+2]. The product is [F:13][C:14]1[CH:19]=[CH:18][C:17]([CH3:23])=[C:16]([C:2]2[CH:11]=[C:10]3[C:5]([CH:6]=[C:7]([NH2:12])[N:8]=[CH:9]3)=[CH:4][CH:3]=2)[CH:15]=1. The yield is 0.794. (3) The reactants are C[O:2][C:3]1[CH:22]=[CH:21][C:6]2[CH:7]=[C:8]([C:10]3[CH:20]=[CH:19][C:13]([C:14]([O:16][CH2:17][CH3:18])=[O:15])=[CH:12][CH:11]=3)[S:9][C:5]=2[CH:4]=1.B(Br)(Br)Br. The catalyst is ClCCl. The product is [OH:2][C:3]1[CH:22]=[CH:21][C:6]2[CH:7]=[C:8]([C:10]3[CH:20]=[CH:19][C:13]([C:14]([O:16][CH2:17][CH3:18])=[O:15])=[CH:12][CH:11]=3)[S:9][C:5]=2[CH:4]=1. The yield is 0.490. (4) The reactants are [C:1]1([O:7][P:8]([CH2:17][CH2:18][NH:19][C:20]([O:22][CH2:23][C:24]2[N:25](CC3C=CN=CC=3)[C:26]([S:32][C:33]3[CH:38]=[C:37]([Cl:39])[CH:36]=[C:35]([Cl:40])[CH:34]=3)=[C:27]([CH:29]([CH3:31])[CH3:30])[N:28]=2)=[O:21])(=[O:16])[O:9]C2C=CC=CC=2)[CH:6]=[CH:5][CH:4]=[CH:3][CH:2]=1.[Li+].[OH-].[CH3:50][C:51]#[N:52]. No catalyst specified. The product is [C:1]1([O:7][P:8]([CH2:17][CH2:18][NH:19][C:20]([O:22][CH:23]([C:24]2[NH:25][C:26]([S:32][C:33]3[CH:38]=[C:37]([Cl:39])[CH:36]=[C:35]([Cl:40])[CH:34]=3)=[C:27]([CH:29]([CH3:31])[CH3:30])[N:28]=2)[CH2:3][C:2]2[CH:1]=[CH:6][N:52]=[CH:51][CH:50]=2)=[O:21])(=[O:16])[OH:9])[CH:2]=[CH:3][CH:4]=[CH:5][CH:6]=1. The yield is 1.00. (5) The reactants are [H-].[Na+].[CH2:3]([O:10][C:11]1[CH:12]=[CH:13][C:14]([NH:17][C:18]2[CH:23]=[CH:22][CH:21]=[CH:20][N:19]=2)=[N:15][CH:16]=1)[C:4]1[CH:9]=[CH:8][CH:7]=[CH:6][CH:5]=1.Br[CH2:25][CH2:26][CH2:27][CH2:28][CH2:29][CH2:30][C:31]([O:33][CH2:34][CH3:35])=[O:32].[O-]S([O-])(=S)=O.[Na+].[Na+]. The catalyst is CN(C=O)C.CCOC(C)=O. The product is [CH2:34]([O:33][C:31](=[O:32])[CH2:30][CH2:29][CH2:28][CH2:27][CH2:26][CH2:25][N:17]([C:14]1[CH:13]=[CH:12][C:11]([O:10][CH2:3][C:4]2[CH:5]=[CH:6][CH:7]=[CH:8][CH:9]=2)=[CH:16][N:15]=1)[C:18]1[CH:23]=[CH:22][CH:21]=[CH:20][N:19]=1)[CH3:35]. The yield is 0.560. (6) The reactants are [OH:1][C:2]1[C:7]2[O:8][C:9]3[CH2:14][CH2:13][N:12]([C:15]([O:17][C:18]([CH3:21])([CH3:20])[CH3:19])=[O:16])[CH2:11][C:10]=3[C:6]=2[CH:5]=[C:4]([S:22]([C:25]2[CH:30]=[CH:29][CH:28]=[CH:27][CH:26]=2)(=[O:24])=[O:23])[CH:3]=1.[C:31](=O)([O-])[O-].[K+].[K+].COS(OC)(=O)=O. The catalyst is CC(C)=O. The product is [CH3:31][O:1][C:2]1[C:7]2[O:8][C:9]3[CH2:14][CH2:13][N:12]([C:15]([O:17][C:18]([CH3:21])([CH3:19])[CH3:20])=[O:16])[CH2:11][C:10]=3[C:6]=2[CH:5]=[C:4]([S:22]([C:25]2[CH:30]=[CH:29][CH:28]=[CH:27][CH:26]=2)(=[O:23])=[O:24])[CH:3]=1. The yield is 0.820. (7) The reactants are C(OC(=O)[NH:7][CH2:8][C:9]1[CH:14]=[C:13]([CH3:15])[C:12]([CH2:16][NH:17][C:18]([C:20]2[C:21]3[C:22]([CH3:33])=[CH:23][N:24]([CH:30]([CH3:32])[CH3:31])[C:25]=3[CH:26]=[C:27]([Br:29])[CH:28]=2)=[O:19])=[C:11]([O:34]C)[N:10]=1)(C)(C)C.Cl. The catalyst is O1CCCC1. The product is [NH2:7][CH2:8][C:9]1[NH:10][C:11](=[O:34])[C:12]([CH2:16][NH:17][C:18]([C:20]2[C:21]3[C:22]([CH3:33])=[CH:23][N:24]([CH:30]([CH3:31])[CH3:32])[C:25]=3[CH:26]=[C:27]([Br:29])[CH:28]=2)=[O:19])=[C:13]([CH3:15])[CH:14]=1. The yield is 0.820.